This data is from Forward reaction prediction with 1.9M reactions from USPTO patents (1976-2016). The task is: Predict the product of the given reaction. (1) Given the reactants [NH2:1][C:2]1[C:22]([C:23]2[CH:28]=[CH:27][CH:26]=[CH:25][N:24]=2)=[C:5]2[NH:6][C:7]([C:11]3[CH:12]=[C:13]4[C:17](=[CH:18][CH:19]=3)[N:16]([CH2:20][CH3:21])[N:15]=[CH:14]4)=[CH:8][C:9](=[O:10])[N:4]2[N:3]=1.[C:29](OC(=O)C)(=[O:31])[CH3:30], predict the reaction product. The product is: [CH2:20]([N:16]1[C:17]2[C:13](=[CH:12][C:11]([C:7]3[NH:6][C:5]4[N:4]([N:3]=[C:2]([NH:1][C:29](=[O:31])[CH3:30])[C:22]=4[C:23]4[CH:28]=[CH:27][CH:26]=[CH:25][N:24]=4)[C:9](=[O:10])[CH:8]=3)=[CH:19][CH:18]=2)[CH:14]=[N:15]1)[CH3:21]. (2) Given the reactants [CH3:1][O:2][C:3]1[CH:4]=[C:5]([CH2:20][C:21]([O:23]C2C(F)=C(F)C(F)=C(F)C=2F)=O)[CH:6]=[CH:7][C:8]=1[NH:9][C:10]([NH:12][C:13]1[CH:18]=[CH:17][CH:16]=[CH:15][C:14]=1[CH3:19])=[O:11].[F:35][CH:36]1[CH2:40][NH:39][CH:38]([CH2:41][O:42][C:43]2[CH:53]=[CH:52][C:46]([C:47]([O:49][CH2:50][CH3:51])=[O:48])=[CH:45][C:44]=2[O:54][CH3:55])[CH2:37]1.CCN(CC)CC, predict the reaction product. The product is: [F:35][CH:36]1[CH2:40][N:39]([C:21](=[O:23])[CH2:20][C:5]2[CH:6]=[CH:7][C:8]([NH:9][C:10]([NH:12][C:13]3[CH:18]=[CH:17][CH:16]=[CH:15][C:14]=3[CH3:19])=[O:11])=[C:3]([O:2][CH3:1])[CH:4]=2)[CH:38]([CH2:41][O:42][C:43]2[CH:53]=[CH:52][C:46]([C:47]([O:49][CH2:50][CH3:51])=[O:48])=[CH:45][C:44]=2[O:54][CH3:55])[CH2:37]1. (3) Given the reactants [CH3:1][C:2]1[S:6][CH:5]=[C:4](/[CH:7]=[C:8](/[C@H:10]2[O:28][C:26](=[O:27])[CH2:25][C@H:24]([OH:29])[C:23]([CH3:31])([CH3:30])[C:21](=[O:22])[C@H:20]([CH3:32])[C@@H:19]([OH:33])[C@@H:18]([CH3:34])[CH2:17][CH2:16][CH2:15][C@H:13]3[O:14][C@H:12]3[CH2:11]2)\[CH3:9])[N:3]=1.C[OH:36], predict the reaction product. The product is: [CH3:34][C@@H:18]1[C@H:19]([OH:33])[C@@H:20]([CH3:32])[C:21](=[O:22])[C:23]([CH3:31])([CH3:30])[C@@H:24]([OH:29])[CH2:25][C:26](=[O:27])[O:28][C@H:10](/[C:8](/[CH3:9])=[CH:7]/[C:4]2[N:3]=[C:2]([CH2:1][OH:36])[S:6][CH:5]=2)[CH2:11][C@@H:12]2[O:14][C@@H:13]2[CH2:15][CH2:16][CH2:17]1. (4) Given the reactants [NH2:1][CH2:2][C:3]([NH:5][CH2:6][C:7]([NH:9][CH2:10][C:11]([OH:13])=[O:12])=[O:8])=[O:4].FC1C([O:21][C:22](=O)[CH2:23][S:24][C:25](=[O:27])[CH3:26])=C(F)C(F)=C(F)C=1F.CCN(C(C)C)C(C)C, predict the reaction product. The product is: [C:25]([S:24][CH2:23][C:22]([NH:1][CH2:2][C:3]([NH:5][CH2:6][C:7]([NH:9][CH2:10][C:11]([OH:13])=[O:12])=[O:8])=[O:4])=[O:21])(=[O:27])[CH3:26].